This data is from Reaction yield outcomes from USPTO patents with 853,638 reactions. The task is: Predict the reaction yield, written as a fraction of the theoretical maximum amount of product (1.0 means a 100% yield; for example, 0.34 means a 34% yield). (1) The reactants are [CH3:1][O:2][C:3]1[CH:4]=[C:5]([CH:20]=[CH:21][C:22]=1[O:23][Si](C(C)(C)C)(C)C)/[CH:6]=[CH:7]/[C:8]1[CH:12]=[C:11]([OH:13])[N:10]([C:14]2[CH:19]=[CH:18][CH:17]=[CH:16][N:15]=2)[N:9]=1.[Si](OC(C1C=NN(C2C=CC=CN=2)C=1O)=CC1C=CC=CC=1)(C(C)(C)C)(C)C. No catalyst specified. The product is [CH3:1][O:2][C:3]1[CH:4]=[C:5]([CH:20]=[CH:21][C:22]=1[OH:23])[CH:6]=[CH:7][C:8]1[CH:12]=[C:11]([OH:13])[N:10]([C:14]2[CH:19]=[CH:18][CH:17]=[CH:16][N:15]=2)[N:9]=1. The yield is 0.950. (2) The reactants are [N+:1]([C:4]1[CH:12]=[C:11]2[C:7]([CH:8]=[CH:9][NH:10]2)=[CH:6][CH:5]=1)([O-:3])=[O:2].ClS([N:17]=[C:18]=O)(=O)=O.C([O-])(O)=O.[Na+]. The catalyst is CN(C=O)C.CC#N. The product is [N+:1]([C:4]1[CH:12]=[C:11]2[C:7]([C:8]([C:18]#[N:17])=[CH:9][NH:10]2)=[CH:6][CH:5]=1)([O-:3])=[O:2]. The yield is 0.820. (3) The reactants are [NH:1]1[CH2:11][CH2:10][CH:4](C(OCC)=O)[CH2:3][CH2:2]1.[C:12](O[C:12]([O:14][C:15]([CH3:18])([CH3:17])[CH3:16])=[O:13])([O:14][C:15]([CH3:18])([CH3:17])[CH3:16])=[O:13]. The catalyst is C1COCC1. The product is [C:12]([N:1]1[CH2:2][CH2:3][CH2:4][CH2:10][CH2:11]1)([O:14][C:15]([CH3:18])([CH3:17])[CH3:16])=[O:13]. The yield is 1.00. (4) The reactants are [C:1]1([S:7]([N:10]2[CH2:19][CH2:18][C:17]3[C:12](=[CH:13][CH:14]=[C:15]([O:20]CC4C=CC=CC=4)[CH:16]=3)[CH:11]2[C:28]2[CH:33]=[CH:32][C:31]([O:34][CH2:35][CH2:36][N:37]3[CH2:41][CH2:40][CH2:39][CH2:38]3)=[CH:30][CH:29]=2)(=[O:9])=[O:8])[CH:6]=[CH:5][CH:4]=[CH:3][CH:2]=1.C([O-])=O.[NH4+]. The catalyst is CO.[OH-].[OH-].[Pd+2]. The product is [C:1]1([S:7]([N:10]2[CH2:19][CH2:18][C:17]3[C:12](=[CH:13][CH:14]=[C:15]([OH:20])[CH:16]=3)[CH:11]2[C:28]2[CH:33]=[CH:32][C:31]([O:34][CH2:35][CH2:36][N:37]3[CH2:41][CH2:40][CH2:39][CH2:38]3)=[CH:30][CH:29]=2)(=[O:9])=[O:8])[CH:2]=[CH:3][CH:4]=[CH:5][CH:6]=1. The yield is 0.720. (5) The reactants are [NH2:1][C@H:2]1[CH2:7][CH2:6][N:5]([C:8]([O:10][C:11]([CH3:14])([CH3:13])[CH3:12])=[O:9])[CH2:4][C@H:3]1[O:15][CH2:16][CH2:17][CH2:18][F:19].[Cl:20][C:21]1[N:22]=[C:23]([C:28](O)=[O:29])[NH:24][C:25]=1[CH2:26][CH3:27].CCN=C=NCCCN(C)C.Cl.C1C=CC2N(O)N=NC=2C=1. The catalyst is ClCCl.CC(N(C)C)=O. The product is [Cl:20][C:21]1[N:22]=[C:23]([C:28]([NH:1][C@H:2]2[CH2:7][CH2:6][N:5]([C:8]([O:10][C:11]([CH3:12])([CH3:13])[CH3:14])=[O:9])[CH2:4][C@H:3]2[O:15][CH2:16][CH2:17][CH2:18][F:19])=[O:29])[NH:24][C:25]=1[CH2:26][CH3:27]. The yield is 1.00. (6) The reactants are Br[C:2]1[CH:3]=[C:4]([F:13])[C:5]([O:9][CH2:10][O:11][CH3:12])=[C:6]([F:8])[CH:7]=1.[CH2:14]([O:16][CH:17]([O:20]CC)[CH:18]=[CH2:19])[CH3:15].C(N(C(C)C)CC)(C)C.O. The catalyst is [Cl-].C([N+](CCCC)(CCCC)CCCC)CCC.CN(C)C=O.C([O-])(=O)C.[Pd+2].C([O-])(=O)C. The product is [F:8][C:6]1[CH:7]=[C:2]([CH2:19][CH2:18][C:17]([O:16][CH2:14][CH3:15])=[O:20])[CH:3]=[C:4]([F:13])[C:5]=1[O:9][CH2:10][O:11][CH3:12]. The yield is 0.420. (7) The reactants are F.F.F.C(N(CC)CC)C.C(N(CC)CC)C.[Si]([O:35][CH2:36][C@H:37]1[O:41][C@@H:40]([N:42]2[CH:49]=[C:48]([CH3:50])[C:46](=[O:47])[NH:45][C:43]2=[O:44])[C@H:39]([O:51][CH2:52][CH2:53][O:54][N:55]([CH3:57])[CH3:56])[C@@H:38]1[OH:58])(C(C)(C)C)(C1C=CC=CC=1)C1C=CC=CC=1.CO. The catalyst is C1COCC1.C(Cl)Cl. The product is [CH3:56][N:55]([CH3:57])[O:54][CH2:53][CH2:52][O:51][C@@H:39]1[C@H:38]([OH:58])[C@@H:37]([CH2:36][OH:35])[O:41][C@H:40]1[N:42]1[CH:49]=[C:48]([CH3:50])[C:46](=[O:47])[NH:45][C:43]1=[O:44]. The yield is 0.925.